Task: Regression. Given two drug SMILES strings and cell line genomic features, predict the synergy score measuring deviation from expected non-interaction effect.. Dataset: NCI-60 drug combinations with 297,098 pairs across 59 cell lines (1) Drug 1: CC1C(C(=O)NC(C(=O)N2CCCC2C(=O)N(CC(=O)N(C(C(=O)O1)C(C)C)C)C)C(C)C)NC(=O)C3=C4C(=C(C=C3)C)OC5=C(C(=O)C(=C(C5=N4)C(=O)NC6C(OC(=O)C(N(C(=O)CN(C(=O)C7CCCN7C(=O)C(NC6=O)C(C)C)C)C)C(C)C)C)N)C. Drug 2: C1=CC=C(C(=C1)C(C2=CC=C(C=C2)Cl)C(Cl)Cl)Cl. Cell line: RXF 393. Synergy scores: CSS=11.6, Synergy_ZIP=-2.09, Synergy_Bliss=2.98, Synergy_Loewe=-3.43, Synergy_HSA=2.24. (2) Drug 1: CNC(=O)C1=NC=CC(=C1)OC2=CC=C(C=C2)NC(=O)NC3=CC(=C(C=C3)Cl)C(F)(F)F. Drug 2: C1CNP(=O)(OC1)N(CCCl)CCCl. Cell line: LOX IMVI. Synergy scores: CSS=19.3, Synergy_ZIP=6.38, Synergy_Bliss=10.6, Synergy_Loewe=7.69, Synergy_HSA=10.5. (3) Drug 1: C1CC(=O)NC(=O)C1N2CC3=C(C2=O)C=CC=C3N. Drug 2: CC1=C(C(=O)C2=C(C1=O)N3CC4C(C3(C2COC(=O)N)OC)N4)N. Cell line: HT29. Synergy scores: CSS=41.3, Synergy_ZIP=6.00, Synergy_Bliss=4.74, Synergy_Loewe=-9.39, Synergy_HSA=7.08. (4) Drug 1: C1=C(C(=O)NC(=O)N1)F. Drug 2: C1=CC=C(C(=C1)C(C2=CC=C(C=C2)Cl)C(Cl)Cl)Cl. Cell line: NCI/ADR-RES. Synergy scores: CSS=28.7, Synergy_ZIP=-5.99, Synergy_Bliss=-6.27, Synergy_Loewe=-10.2, Synergy_HSA=-6.51. (5) Drug 1: C1CN1C2=NC(=NC(=N2)N3CC3)N4CC4. Drug 2: CN(CC1=CN=C2C(=N1)C(=NC(=N2)N)N)C3=CC=C(C=C3)C(=O)NC(CCC(=O)O)C(=O)O. Cell line: ACHN. Synergy scores: CSS=46.3, Synergy_ZIP=-2.53, Synergy_Bliss=-1.40, Synergy_Loewe=-4.76, Synergy_HSA=1.31. (6) Drug 1: CC1=C(C(=CC=C1)Cl)NC(=O)C2=CN=C(S2)NC3=CC(=NC(=N3)C)N4CCN(CC4)CCO. Drug 2: C1C(C(OC1N2C=NC(=NC2=O)N)CO)O. Cell line: U251. Synergy scores: CSS=0.733, Synergy_ZIP=3.51, Synergy_Bliss=-1.66, Synergy_Loewe=-15.6, Synergy_HSA=-14.5.